Dataset: Catalyst prediction with 721,799 reactions and 888 catalyst types from USPTO. Task: Predict which catalyst facilitates the given reaction. (1) Reactant: C(Cl)(=O)C(Cl)=O.CS(C)=O.[CH:11]1([C:17]2[C:25]3[C:20](=[CH:21][C:22]([C:26]([O:28][CH3:29])=[O:27])=[CH:23][CH:24]=3)[N:19]([CH2:30][C:31]#[CH:32])[C:18]=2[C:33]2[CH:38]=[CH:37][C:36]([O:39][CH3:40])=[CH:35][C:34]=2[CH2:41][OH:42])[CH2:16][CH2:15][CH2:14][CH2:13][CH2:12]1.CCN(CC)CC. Product: [CH:11]1([C:17]2[C:25]3[C:20](=[CH:21][C:22]([C:26]([O:28][CH3:29])=[O:27])=[CH:23][CH:24]=3)[N:19]([CH2:30][C:31]#[CH:32])[C:18]=2[C:33]2[CH:38]=[CH:37][C:36]([O:39][CH3:40])=[CH:35][C:34]=2[CH:41]=[O:42])[CH2:16][CH2:15][CH2:14][CH2:13][CH2:12]1. The catalyst class is: 2. (2) Reactant: [Cl:1][C:2]1[CH:11]=[CH:10][CH:9]=[C:8]2[C:3]=1[CH:4]=[CH:5][C:6]([N:12]1[CH2:17][CH2:16][CH:15]([CH2:18][CH2:19][N:20]3[C:24](=[O:25])[CH2:23][O:22][C:21]3=[O:26])[CH2:14][CH2:13]1)=[N:7]2.[CH3:27][NH2:28]. Product: [Cl:1][C:2]1[CH:11]=[CH:10][CH:9]=[C:8]2[C:3]=1[CH:4]=[CH:5][C:6]([N:12]1[CH2:17][CH2:16][CH:15]([CH2:18][CH2:19][NH:20][C:21](=[O:26])[O:22][CH2:23][C:24]([NH:28][CH3:27])=[O:25])[CH2:14][CH2:13]1)=[N:7]2. The catalyst class is: 7.